This data is from Catalyst prediction with 721,799 reactions and 888 catalyst types from USPTO. The task is: Predict which catalyst facilitates the given reaction. (1) Reactant: [C:1]([Si:5]([C:25]1[CH:30]=[CH:29][CH:28]=[CH:27][CH:26]=1)([C:19]1[CH:24]=[CH:23][CH:22]=[CH:21][CH:20]=1)[O:6][CH:7]1[CH2:12][CH2:11][CH:10]([CH:13]2[CH2:17][CH2:16][NH:15][C:14]2=[O:18])[CH2:9][CH2:8]1)([CH3:4])([CH3:3])[CH3:2].[H-].[Na+].Br[CH2:34][C:35]1[C:40]([Cl:41])=[CH:39][C:38]([O:42][CH2:43][C:44]2[CH:49]=[CH:48][CH:47]=[CH:46][CH:45]=2)=[CH:37][C:36]=1[Cl:50]. Product: [CH2:43]([O:42][C:38]1[CH:37]=[C:36]([Cl:50])[C:35]([CH2:34][N:15]2[CH2:16][CH2:17][CH:13]([CH:10]3[CH2:11][CH2:12][CH:7]([O:6][Si:5]([C:1]([CH3:4])([CH3:2])[CH3:3])([C:19]4[CH:20]=[CH:21][CH:22]=[CH:23][CH:24]=4)[C:25]4[CH:30]=[CH:29][CH:28]=[CH:27][CH:26]=4)[CH2:8][CH2:9]3)[C:14]2=[O:18])=[C:40]([Cl:41])[CH:39]=1)[C:44]1[CH:45]=[CH:46][CH:47]=[CH:48][CH:49]=1. The catalyst class is: 369. (2) Reactant: C([O:5][C:6](=[O:37])[C:7]([CH3:36])([S:9][C:10]1[S:11][CH:12]=[C:13]([CH2:15][CH2:16][O:17][C:18]2[CH:23]=[CH:22][C:21]([N:24]3[CH2:29][CH2:28][N:27]([C:30]4[CH:35]=[CH:34][CH:33]=[CH:32][CH:31]=4)[CH2:26][CH2:25]3)=[CH:20][CH:19]=2)[N:14]=1)[CH3:8])(C)(C)C.FC(F)(F)C(O)=O. Product: [CH3:36][C:7]([S:9][C:10]1[S:11][CH:12]=[C:13]([CH2:15][CH2:16][O:17][C:18]2[CH:19]=[CH:20][C:21]([N:24]3[CH2:25][CH2:26][N:27]([C:30]4[CH:35]=[CH:34][CH:33]=[CH:32][CH:31]=4)[CH2:28][CH2:29]3)=[CH:22][CH:23]=2)[N:14]=1)([CH3:8])[C:6]([OH:37])=[O:5]. The catalyst class is: 4. (3) Reactant: [CH2:1]([O:3][CH2:4][CH:5]1[CH2:10][N:9]([S:11]([C:14]2[CH:19]=[CH:18][C:17]([F:20])=[CH:16][CH:15]=2)(=[O:13])=[O:12])[C:8]2[CH:21]=[C:22]([N+:25]([O-])=O)[CH:23]=[CH:24][C:7]=2[O:6]1)[CH3:2].C([O-])(O)=O.[Na+]. Product: [CH2:1]([O:3][CH2:4][CH:5]1[CH2:10][N:9]([S:11]([C:14]2[CH:15]=[CH:16][C:17]([F:20])=[CH:18][CH:19]=2)(=[O:12])=[O:13])[C:8]2[CH:21]=[C:22]([NH2:25])[CH:23]=[CH:24][C:7]=2[O:6]1)[CH3:2]. The catalyst class is: 14. (4) Reactant: [N+:1]([C:4]1[CH:12]=[C:11]2[C:7]([C:8]([C:13]3[CH:18]4[CH2:19][CH2:20][N:15]([CH2:16][CH2:17]4)[CH:14]=3)=[CH:9][NH:10]2)=[CH:6][CH:5]=1)([O-])=O.O.NN. Product: [N:15]12[CH2:16][CH2:17][CH:18]([CH2:19][CH2:20]1)[C:13]([C:8]1[C:7]3[C:11](=[CH:12][C:4]([NH2:1])=[CH:5][CH:6]=3)[NH:10][CH:9]=1)=[CH:14]2. The catalyst class is: 94. (5) Reactant: Br[C:2]1[CH:3]=[C:4]([NH:8][CH:9]2[CH2:14][CH2:13][CH:12]([NH:15][C:16]3[C:25]4[C:20](=[CH:21][C:22]([Cl:26])=[CH:23][CH:24]=4)[N:19]=[CH:18][CH:17]=3)[CH2:11][CH2:10]2)[CH:5]=[N:6][CH:7]=1.C[O-].[Na+].[C:30]1(B(O)O)[CH:35]=[CH:34][CH:33]=[CH:32][CH:31]=1. Product: [Cl:26][C:22]1[CH:21]=[C:20]2[C:25]([C:16]([NH:15][CH:12]3[CH2:13][CH2:14][CH:9]([NH:8][C:4]4[CH:5]=[N:6][CH:7]=[C:2]([C:30]5[CH:35]=[CH:34][CH:33]=[CH:32][CH:31]=5)[CH:3]=4)[CH2:10][CH2:11]3)=[CH:17][CH:18]=[N:19]2)=[CH:24][CH:23]=1. The catalyst class is: 450. (6) The catalyst class is: 14. Reactant: [CH2:1]([N:3]1[C:8](=[O:9])[CH:7]=[C:6]([NH:10][C:11]2[CH:16]=[CH:15][C:14]([I:17])=[CH:13][C:12]=2[F:18])[C:5]([C:19]([O:21]CC)=[O:20])=[CH:4]1)[CH3:2].[OH-].[Na+]. Product: [CH2:1]([N:3]1[C:8](=[O:9])[CH:7]=[C:6]([NH:10][C:11]2[CH:16]=[CH:15][C:14]([I:17])=[CH:13][C:12]=2[F:18])[C:5]([C:19]([OH:21])=[O:20])=[CH:4]1)[CH3:2]. (7) The catalyst class is: 1. Product: [Cl:37][C:38]1[CH:39]=[C:40]2[C:44](=[CH:45][CH:46]=1)[NH:43][C:42]([CH:47]=[CH:6][CH2:5][CH2:4][CH:3]([CH3:26])[CH3:2])=[CH:41]2. Reactant: [Br-].[CH3:2][CH:3]([CH3:26])[CH2:4][CH2:5][CH2:6][P+](C1C=CC=CC=1)(C1C=CC=CC=1)C1C=CC=CC=1.[Li+].C[Si]([N-][Si](C)(C)C)(C)C.[Cl:37][C:38]1[CH:39]=[C:40]2[C:44](=[CH:45][CH:46]=1)[NH:43][C:42]([CH:47]=O)=[CH:41]2.